Dataset: Catalyst prediction with 721,799 reactions and 888 catalyst types from USPTO. Task: Predict which catalyst facilitates the given reaction. (1) Reactant: CN1CCOCC1.[NH:8]([C:25]([O:27][C:28]([CH3:31])([CH3:30])[CH3:29])=[O:26])[C@H:9]([C:22](O)=[O:23])[CH2:10][C:11]1[CH:16]=[CH:15][C:14]([O:17][C:18]([CH3:21])([CH3:20])[CH3:19])=[CH:13][CH:12]=1.F[P-](F)(F)(F)(F)F.N1(O[P+](N(C)C)(N(C)C)N(C)C)C2C=CC=CC=2N=N1.[NH2:59][C@H:60]([C:68]([NH2:70])=[O:69])[CH2:61][CH2:62][CH2:63][NH:64][C:65](=[NH:67])[NH2:66]. Product: [NH:8]([C:25]([O:27][C:28]([CH3:31])([CH3:30])[CH3:29])=[O:26])[C@H:9]([C:22]([NH:59][C@H:60]([C:68]([NH2:70])=[O:69])[CH2:61][CH2:62][CH2:63][NH:64][C:65](=[NH:66])[NH2:67])=[O:23])[CH2:10][C:11]1[CH:12]=[CH:13][C:14]([O:17][C:18]([CH3:20])([CH3:21])[CH3:19])=[CH:15][CH:16]=1. The catalyst class is: 3. (2) Reactant: [N:1]([CH2:4][C:5]1([OH:14])[CH2:10][CH2:9][CH2:8][N:7]2[CH:11]=[N:12][CH:13]=[C:6]12)=[N+]=[N-].[H][H]. Product: [NH2:1][CH2:4][C:5]1([OH:14])[CH2:10][CH2:9][CH2:8][N:7]2[CH:11]=[N:12][CH:13]=[C:6]12. The catalyst class is: 19. (3) Reactant: C(=O)(O)[O-].[Na+].Cl[C:7]([O:9][CH2:10][C:11]1[CH:16]=[CH:15][CH:14]=[CH:13][CH:12]=1)=[O:8].O1CCCC1.[F:22][C:23]1[CH:24]=[C:25]([C@H:31]2[NH:36][C@@H:35]([C@H:37]([OH:39])[CH3:38])[CH2:34][O:33][CH2:32]2)[CH:26]=[C:27]([F:30])[C:28]=1[F:29]. Product: [CH2:10]([O:9][C:7]([N:36]1[C@H:31]([C:25]2[CH:24]=[C:23]([F:22])[C:28]([F:29])=[C:27]([F:30])[CH:26]=2)[CH2:32][O:33][CH2:34][C@@H:35]1[C@H:37]([OH:39])[CH3:38])=[O:8])[C:11]1[CH:16]=[CH:15][CH:14]=[CH:13][CH:12]=1. The catalyst class is: 84. (4) Reactant: [Cl:1][C:2]1[CH:16]=[CH:15][C:14]([C:17]2[CH2:21][C:20]([C:26]3[CH:31]=[C:30]([Cl:32])[C:29]([Cl:33])=[C:28]([Cl:34])[CH:27]=3)([C:22]([F:25])([F:24])[F:23])[O:19][N:18]=2)=[CH:13][C:3]=1[CH2:4][NH:5]C(=O)OC(C)(C)C.C(O)(C(F)(F)F)=O. Product: [Cl:1][C:2]1[CH:16]=[CH:15][C:14]([C:17]2[CH2:21][C:20]([C:26]3[CH:31]=[C:30]([Cl:32])[C:29]([Cl:33])=[C:28]([Cl:34])[CH:27]=3)([C:22]([F:25])([F:23])[F:24])[O:19][N:18]=2)=[CH:13][C:3]=1[CH2:4][NH2:5]. The catalyst class is: 2. (5) Product: [Cl:1][CH2:2][CH2:3][CH2:4][NH:5][CH2:6][C:7]([F:10])([F:9])[F:8]. The catalyst class is: 7. Reactant: [Cl:1][CH2:2][CH2:3][CH2:4][NH:5][C:6](=O)[C:7]([F:10])([F:9])[F:8].B.C1COCC1.